This data is from Full USPTO retrosynthesis dataset with 1.9M reactions from patents (1976-2016). The task is: Predict the reactants needed to synthesize the given product. (1) Given the product [CH:13]([N:16]1[C:20]2[N:21]=[C:22]([C:31]3[CH:32]=[CH:33][C:34]([NH:37][C:2]([NH:43][C:41]4[CH:40]=[N:39][O:38][CH:42]=4)=[O:4])=[CH:35][CH:36]=3)[N:23]=[C:24]([N:25]3[CH2:30][CH2:29][O:28][CH2:27][CH2:26]3)[C:19]=2[N:18]=[N:17]1)([CH3:15])[CH3:14], predict the reactants needed to synthesize it. The reactants are: Cl[C:2](Cl)([O:4]C(=O)OC(Cl)(Cl)Cl)Cl.[CH:13]([N:16]1[C:20]2[N:21]=[C:22]([C:31]3[CH:36]=[CH:35][C:34]([NH2:37])=[CH:33][CH:32]=3)[N:23]=[C:24]([N:25]3[CH2:30][CH2:29][O:28][CH2:27][CH2:26]3)[C:19]=2[N:18]=[N:17]1)([CH3:15])[CH3:14].[O:38]1[CH:42]=[C:41]([NH2:43])[CH:40]=[N:39]1.CCN(CC)CC. (2) Given the product [CH2:1]([CH:7]([NH2:21])[CH2:9][CH2:10][CH2:11][CH2:12][CH2:13][CH3:14])[CH2:2][CH2:3][CH2:4][CH2:5][CH3:6], predict the reactants needed to synthesize it. The reactants are: [CH2:1]([C:7]([CH2:9][CH2:10][CH2:11][CH2:12][CH2:13][CH3:14])=O)[CH2:2][CH2:3][CH2:4][CH2:5][CH3:6].C([O-])(=O)C.[NH4+].C([BH3-])#[N:21].[Na+]. (3) Given the product [OH:18][CH2:19][C:20]1[CH:21]=[C:22]([C:25]([CH3:29])([CH3:28])[C:26]#[N:27])[S:23][CH:24]=1, predict the reactants needed to synthesize it. The reactants are: [Si]([O:18][CH2:19][C:20]1[CH:21]=[C:22]([C:25]([CH3:29])([CH3:28])[C:26]#[N:27])[S:23][CH:24]=1)(C(C)(C)C)(C1C=CC=CC=1)C1C=CC=CC=1.[F-].C([N+](CCCC)(CCCC)CCCC)CCC. (4) Given the product [Cl:1][C:2]1[CH:3]=[C:4]([C:9]2[CH:21]=[CH:20][C:12]([C:13]([NH:15][S:16]([CH3:19])(=[O:18])=[O:17])=[O:14])=[CH:11][C:10]=2[O:22][CH3:23])[CH:5]=[N:6][C:7]=1[O:37][C:36]1[CH:35]=[CH:34][N:33]=[C:32]([O:38][CH3:39])[C:31]=1[Cl:30], predict the reactants needed to synthesize it. The reactants are: [Cl:1][C:2]1[CH:3]=[C:4]([C:9]2[CH:21]=[CH:20][C:12]([C:13]([NH:15][S:16]([CH3:19])(=[O:18])=[O:17])=[O:14])=[CH:11][C:10]=2[O:22][CH3:23])[CH:5]=[N:6][C:7]=1F.C([O-])([O-])=O.[Cs+].[Cs+].[Cl:30][C:31]1[C:32]([O:38][CH3:39])=[N:33][CH:34]=[CH:35][C:36]=1[OH:37]. (5) Given the product [CH3:9][C:4]1[C:3]([CH2:2][O:10][C:11]2[CH:12]=[CH:13][C:14]([CH2:17][C:18]([O:20][CH2:21][CH3:22])=[O:19])=[CH:15][CH:16]=2)=[CH:8][CH:7]=[CH:6][N:5]=1, predict the reactants needed to synthesize it. The reactants are: Cl[CH2:2][C:3]1[C:4]([CH3:9])=[N:5][CH:6]=[CH:7][CH:8]=1.[OH:10][C:11]1[CH:16]=[CH:15][C:14]([CH2:17][C:18]([O:20][CH2:21][CH3:22])=[O:19])=[CH:13][CH:12]=1.C([O-])([O-])=O.[K+].[K+].